Task: Predict the product of the given reaction.. Dataset: Forward reaction prediction with 1.9M reactions from USPTO patents (1976-2016) (1) Given the reactants [N:1]1([S:7]([C:10]2[CH:11]=[C:12]([CH:16]=[CH:17][CH:18]=2)[C:13]([OH:15])=O)(=[O:9])=[O:8])[CH2:6][CH2:5][CH2:4][CH2:3][CH2:2]1.[CH3:19][C:20]1[CH:26]=[CH:25][C:23]([NH2:24])=[CH:22][CH:21]=1, predict the reaction product. The product is: [CH3:19][C:20]1[CH:26]=[CH:25][C:23]([NH:24][C:13](=[O:15])[C:12]2[CH:16]=[CH:17][CH:18]=[C:10]([S:7]([N:1]3[CH2:2][CH2:3][CH2:4][CH2:5][CH2:6]3)(=[O:8])=[O:9])[CH:11]=2)=[CH:22][CH:21]=1. (2) Given the reactants CC[O:3][C:4]([CH:6]1[C:11](=[O:12])[CH2:10][CH2:9][CH2:8][CH2:7]1)=O.C(O)C.[CH3:16][NH:17][CH3:18], predict the reaction product. The product is: [CH3:16][N:17]([CH3:18])[C:4]([CH:6]1[CH2:7][CH2:8][CH2:9][CH2:10][C:11]1=[O:12])=[O:3]. (3) Given the reactants [Cl:1][C:2]1[CH:3]=[N:4][C:5]([CH2:8][CH2:9][CH2:10][C:11]#[CH:12])=NC=1.CCCCCCC.C(OCC)(=O)C, predict the reaction product. The product is: [Cl:1][C:2]1[CH:3]=[N:4][C:5]2[CH2:8][CH2:9][CH2:10][C:11]=2[CH:12]=1. (4) The product is: [N:27]1([C:30]2[CH:36]=[CH:35][C:34]([N:37]3[CH2:38][CH2:39][O:40][CH2:41][CH2:42]3)=[CH:33][C:31]=2[NH:32][C:2]2[C:11]3[C:6](=[CH:7][C:8]([C:12]([F:15])([F:14])[F:13])=[CH:9][CH:10]=3)[N:5]=[C:4]([C:16]3[CH:21]=[CH:20][CH:19]=[CH:18][C:17]=3[F:22])[C:3]=2[CH3:23])[CH2:28][CH2:29][O:24][CH2:25][CH2:26]1. Given the reactants Cl[C:2]1[C:11]2[C:6](=[CH:7][C:8]([C:12]([F:15])([F:14])[F:13])=[CH:9][CH:10]=2)[N:5]=[C:4]([C:16]2[CH:21]=[CH:20][CH:19]=[CH:18][C:17]=2[F:22])[C:3]=1[CH3:23].[O:24]1[CH2:29][CH2:28][N:27]([C:30]2[CH:36]=[CH:35][C:34]([N:37]3[CH2:42][CH2:41][O:40][CH2:39][CH2:38]3)=[CH:33][C:31]=2[NH2:32])[CH2:26][CH2:25]1.Cl.O1CCOCC1, predict the reaction product. (5) Given the reactants N#N.[CH2:3]([O:5][CH2:6][C:7]1[N:8]=[C:9]([CH2:12][N:13]2[N:17]=[C:16]([N+:18]([O-])=O)[CH:15]=[N:14]2)[O:10][CH:11]=1)[CH3:4].[NH4+].[Cl-], predict the reaction product. The product is: [CH2:3]([O:5][CH2:6][C:7]1[N:8]=[C:9]([CH2:12][N:13]2[N:17]=[C:16]([NH2:18])[CH:15]=[N:14]2)[O:10][CH:11]=1)[CH3:4]. (6) Given the reactants Br[C:2]1[CH:3]=[C:4]([N+:17]([O-:19])=[O:18])[C:5]2[C:9]([CH:10]=1)=[N:8][N:7]([CH:11]1[CH2:16][CH2:15][CH2:14][CH2:13][O:12]1)[CH:6]=2.[O:20]1[CH2:25][CH2:24][CH2:23][CH2:22][CH:21]1[O:26][C:27]1[CH:32]=[CH:31][C:30](B(O)O)=[CH:29][CH:28]=1.C(=O)([O-])O.[Na+].C(O)(C)C, predict the reaction product. The product is: [N+:17]([C:4]1[C:5]2[C:9]([CH:10]=[C:2]([C:30]3[CH:31]=[CH:32][C:27]([O:26][CH:21]4[CH2:22][CH2:23][CH2:24][CH2:25][O:20]4)=[CH:28][CH:29]=3)[CH:3]=1)=[N:8][N:7]([CH:11]1[CH2:16][CH2:15][CH2:14][CH2:13][O:12]1)[CH:6]=2)([O-:19])=[O:18].